From a dataset of Full USPTO retrosynthesis dataset with 1.9M reactions from patents (1976-2016). Predict the reactants needed to synthesize the given product. (1) Given the product [Br-:22].[F:1][C:2]([F:25])([F:24])[C:3]1[CH:8]=[CH:7][C:6]([NH:9][C:10]([CH2:11][CH2:12][CH2:13][CH2:14][CH2:15][CH2:16][CH2:17][CH2:18][CH2:19][CH2:20][CH2:21][N+:26]2[CH:31]=[CH:30][CH:29]=[CH:28][CH:27]=2)=[O:23])=[CH:5][CH:4]=1, predict the reactants needed to synthesize it. The reactants are: [F:1][C:2]([F:25])([F:24])[C:3]1[CH:8]=[CH:7][C:6]([NH:9][C:10](=[O:23])[CH2:11][CH2:12][CH2:13][CH2:14][CH2:15][CH2:16][CH2:17][CH2:18][CH2:19][CH2:20][CH2:21][Br:22])=[CH:5][CH:4]=1.[N:26]1[CH:31]=[CH:30][CH:29]=[CH:28][CH:27]=1. (2) Given the product [Cl:1][C:2]1[C:3]([S:22](=[O:24])(=[O:25])[NH2:23])=[N:4][CH:5]=[C:6]([C:12]=1[NH:13][C:14]1[CH:19]=[CH:18][C:17]([F:20])=[CH:16][C:15]=1[CH3:21])[C:7]([OH:9])=[O:8], predict the reactants needed to synthesize it. The reactants are: [Cl:1][C:2]1[C:3]([S:22](=[O:25])(=[O:24])[NH2:23])=[N:4][CH:5]=[C:6]([C:12]=1[NH:13][C:14]1[CH:19]=[CH:18][C:17]([F:20])=[CH:16][C:15]=1[CH3:21])[C:7]([O:9]CC)=[O:8].[OH-].[Na+].Cl. (3) Given the product [CH3:23][O:16][C:13]1[CH:12]=[N:11][C:10]2[C:15](=[C:6]([O:5][Si:4]([CH:1]([CH3:3])[CH3:2])([CH:17]([CH3:19])[CH3:18])[CH:20]([CH3:22])[CH3:21])[CH:7]=[CH:8][CH:9]=2)[N:14]=1, predict the reactants needed to synthesize it. The reactants are: [CH:1]([Si:4]([CH:20]([CH3:22])[CH3:21])([CH:17]([CH3:19])[CH3:18])[O:5][C:6]1[CH:7]=[CH:8][CH:9]=[C:10]2[C:15]=1[NH:14][C:13](=[O:16])[CH:12]=[N:11]2)([CH3:3])[CH3:2].[CH2:23](N(CC)CC)C.C[Si](C=[N+]=[N-])(C)C. (4) Given the product [CH2:14]([NH:12][C:4]1[CH:3]=[C:2]([F:1])[C:10]([F:11])=[CH:9][C:5]=1[C:6]([OH:8])=[O:7])[CH3:15], predict the reactants needed to synthesize it. The reactants are: [F:1][C:2]1[CH:3]=[C:4]([NH2:12])[C:5](=[CH:9][C:10]=1[F:11])[C:6]([OH:8])=[O:7].Cl[CH2:14][CH2:15]Cl.C(=O)C.C(O[BH-](OC(=O)C)OC(=O)C)(=O)C.[Na+].